From a dataset of Reaction yield outcomes from USPTO patents with 853,638 reactions. Predict the reaction yield, written as a fraction of the theoretical maximum amount of product (1.0 means a 100% yield; for example, 0.34 means a 34% yield). (1) The reactants are N12[CH2:8][CH2:7]N(CC1)CC2.[C:9]([O:13][C:14]([N:16]1[CH2:21][CH2:20][CH:19]([CH2:22][OH:23])[CH2:18][CH2:17]1)=[O:15])([CH3:12])([CH3:11])[CH3:10].[C:24]1(C)[C:25]([S:30](Cl)(=[O:32])=[O:31])=[CH:26][CH:27]=C[CH:29]=1. The catalyst is COC(C)(C)C.CCOCC. The product is [C:9]([O:13][C:14]([N:16]1[CH2:21][CH2:20][CH:19]([CH2:22][O:23][S:30]([C:25]2[CH:26]=[CH:27][C:7]([CH3:8])=[CH:29][CH:24]=2)(=[O:32])=[O:31])[CH2:18][CH2:17]1)=[O:15])([CH3:12])([CH3:11])[CH3:10]. The yield is 0.850. (2) The reactants are Cl.[NH2:2][CH:3]([C:26]([O:28][CH3:29])=[O:27])[CH2:4][C:5]1[CH:25]=[CH:24][C:8]([O:9][C:10]2[CH:23]=[CH:22][C:13]([CH2:14][CH:15]3[S:19][C:18](=[O:20])[NH:17][C:16]3=[O:21])=[CH:12][CH:11]=2)=[CH:7][CH:6]=1.[C:30]([O:34][C:35]([N:37]1[CH2:41][CH2:40][CH2:39][CH:38]1[C:42](O)=[O:43])=[O:36])([CH3:33])([CH3:32])[CH3:31].C1(N=C=NC2CCCCC2)CCCCC1.O. The catalyst is CN(C)C=O.C(OCC)(=O)C. The product is [C:30]([O:34][C:35]([N:37]1[CH2:41][CH2:40][CH2:39][CH:38]1[C:42](=[O:43])[NH:2][CH:3]([C:26]([O:28][CH3:29])=[O:27])[CH2:4][C:5]1[CH:25]=[CH:24][C:8]([O:9][C:10]2[CH:23]=[CH:22][C:13]([CH2:14][CH:15]3[S:19][C:18](=[O:20])[NH:17][C:16]3=[O:21])=[CH:12][CH:11]=2)=[CH:7][CH:6]=1)=[O:36])([CH3:33])([CH3:32])[CH3:31]. The yield is 0.512. (3) The reactants are C([O:4][CH2:5][C:6]([N:8]([CH2:13][C:14]1[N:18]([CH3:19])[C:17]([C:20]2[S:28][C:27]3[C:22](=[N:23][CH:24]=[CH:25][C:26]=3[O:29][C:30]3[CH:35]=[CH:34][C:33]([NH:36][C:37]([NH:39][CH:40]4[CH2:42][CH2:41]4)=[O:38])=[CH:32][C:31]=3[F:43])[CH:21]=2)=[N:16][CH:15]=1)[CH2:9][CH2:10][O:11][CH3:12])=[O:7])(=O)C.[Li+].[OH-]. The catalyst is C1COCC1.O. The product is [CH:40]1([NH:39][C:37](=[O:38])[NH:36][C:33]2[CH:34]=[CH:35][C:30]([O:29][C:26]3[CH:25]=[CH:24][N:23]=[C:22]4[CH:21]=[C:20]([C:17]5[N:18]([CH3:19])[C:14]([CH2:13][N:8]([CH2:9][CH2:10][O:11][CH3:12])[C:6](=[O:7])[CH2:5][OH:4])=[CH:15][N:16]=5)[S:28][C:27]=34)=[C:31]([F:43])[CH:32]=2)[CH2:41][CH2:42]1. The yield is 0.410. (4) The reactants are NN.[CH2:3]([O:28][C:29]1[CH:34]=[C:33]([O:35][CH3:36])[C:32]([C:37]([N:39]2[CH2:43][C:42](=[CH2:44])[CH2:41][C@H:40]2[CH2:45][OH:46])=[O:38])=[CH:31][C:30]=1[N+:47]([O-])=O)[CH2:4][CH2:5][O:6][C:7]1[CH:12]=[C:11]([O:13][CH3:14])[C:10]([C:15]([N:17]2[CH2:21][C:20](=[CH2:22])[CH2:19][CH:18]2[CH2:23][OH:24])=[O:16])=[CH:9][C:8]=1[N+:25]([O-])=O.C(Cl)(Cl)Cl.CO. The catalyst is CO.[Ni]. The product is [CH2:5]([O:6][C:7]1[CH:12]=[C:11]([O:13][CH3:14])[C:10]([C:15]([N:17]2[CH2:21][C@@H:20]([CH3:22])[CH2:19][C@H:18]2[CH2:23][OH:24])=[O:16])=[CH:9][C:8]=1[NH2:25])[CH2:4][CH2:3][O:28][C:29]1[CH:34]=[C:33]([O:35][CH3:36])[C:32]([C:37]([N:39]2[CH2:43][CH:42]([CH3:44])[CH2:41][CH:40]2[CH2:45][OH:46])=[O:38])=[CH:31][C:30]=1[NH2:47]. The yield is 0.630. (5) The reactants are C([O:14][C:15]1[C:24]2[N:23]=[CH:22][CH:21]=[CH:20][C:19]=2[C:18]([C:25]([OH:27])=O)=[C:17]2[CH2:28][N:29]([CH2:32][C:33]3[CH:38]=[CH:37][C:36]([F:39])=[CH:35][CH:34]=3)[C:30](=[O:31])[C:16]=12)(C1C=CC=CC=1)C1C=CC=CC=1.[CH3:40][NH:41][C:42]1[CH:47]=[CH:46][CH:45]=[CH:44][N:43]=1.C(N(C(C)C)CC)(C)C.F[P-](F)(F)(F)(F)F.N1(OC(N(C)C)=[N+](C)C)C2N=CC=CC=2N=N1. The catalyst is CN(C)C=O. The product is [CH3:40][N:41]([C:42]1[CH:47]=[CH:46][CH:45]=[CH:44][N:43]=1)[C:25]([C:18]1[C:19]2[CH:20]=[CH:21][CH:22]=[N:23][C:24]=2[C:15]([OH:14])=[C:16]2[C:30](=[O:31])[N:29]([CH2:32][C:33]3[CH:38]=[CH:37][C:36]([F:39])=[CH:35][CH:34]=3)[CH2:28][C:17]=12)=[O:27]. The yield is 0.0800. (6) The reactants are [CH3:1][O:2][C:3]1[CH:4]=[C:5]2[C:14](=[CH:15][CH:16]=1)[N:13]=[CH:12][C:11]1[S:10][CH2:9][CH:8]([N:17]3[CH2:22][CH2:21][CH:20]([NH2:23])[CH2:19][CH2:18]3)[CH2:7][C:6]2=1.[O:24]=[C:25]1[NH:30][C:29]2[CH:31]=[C:32]([CH:35]=O)[CH:33]=[CH:34][C:28]=2[O:27][CH2:26]1. No catalyst specified. The product is [CH3:1][O:2][C:3]1[CH:4]=[C:5]2[C:14](=[CH:15][CH:16]=1)[N:13]=[CH:12][C:11]1[S:10][CH2:9][CH:8]([N:17]3[CH2:18][CH2:19][CH:20]([NH:23][CH2:35][C:32]4[CH:33]=[CH:34][C:28]5[O:27][CH2:26][C:25](=[O:24])[NH:30][C:29]=5[CH:31]=4)[CH2:21][CH2:22]3)[CH2:7][C:6]2=1. The yield is 0.280.